From a dataset of Full USPTO retrosynthesis dataset with 1.9M reactions from patents (1976-2016). Predict the reactants needed to synthesize the given product. (1) The reactants are: [F:1][C:2]1[CH:10]=[CH:9][C:8]2[NH:7][CH:6]=[CH:5][C:4]=2[C:3]=1[C:11]([NH2:13])=O.C1COCC1. Given the product [F:1][C:2]1[C:3]([CH2:11][NH2:13])=[C:4]2[C:8](=[CH:9][CH:10]=1)[NH:7][CH:6]=[CH:5]2, predict the reactants needed to synthesize it. (2) Given the product [F:37][C:2]1[CH:3]=[CH:4][C:5]([CH2:8][O:9][C:10]2[CH:15]=[N:14][N:13]([CH:16]3[CH2:21][CH2:20][CH2:19][CH2:18][O:17]3)[C:12](=[O:22])[CH:11]=2)=[N:6][CH:7]=1, predict the reactants needed to synthesize it. The reactants are: Cl[C:2]1[CH:3]=[CH:4][C:5]([CH2:8][O:9][C:10]2[CH:15]=[N:14][N:13]([CH:16]3[CH2:21][CH2:20][CH2:19][CH2:18][O:17]3)[C:12](=[O:22])[CH:11]=2)=[N:6][CH:7]=1.OC1C=NN(C2CCCCO2)C(=O)C=1.[F:37]C1C=CC(CO)=NC=1. (3) Given the product [C:26]1([C:7]2[CH2:12][CH2:11][N:10]([C:13]([O:15][C:16]([CH3:19])([CH3:18])[CH3:17])=[O:14])[CH2:9][C:8]=2[C:20]([O:22][CH3:23])=[O:21])[CH:31]=[CH:30][CH:29]=[CH:28][CH:27]=1, predict the reactants needed to synthesize it. The reactants are: FC(F)(F)S(O[C:7]1[CH2:12][CH2:11][N:10]([C:13]([O:15][C:16]([CH3:19])([CH3:18])[CH3:17])=[O:14])[CH2:9][C:8]=1[C:20]([O:22][CH3:23])=[O:21])(=O)=O.[C:26]1(B(O)O)[CH:31]=[CH:30][CH:29]=[CH:28][CH:27]=1.C([O-])([O-])=O.[Na+].[Na+].N#N. (4) Given the product [C:1]1([C:18]2[CH:23]=[CH:22][CH:21]=[CH:20][CH:19]=2)[CH:6]=[CH:5][CH:4]=[C:3]([C:7]2[C:12]([C:31]#[N:32])=[CH:11][C:10]([O:14][CH3:15])=[C:9]([O:16][CH3:17])[N:8]=2)[CH:2]=1, predict the reactants needed to synthesize it. The reactants are: [C:1]1([C:18]2[CH:23]=[CH:22][CH:21]=[CH:20][CH:19]=2)[CH:6]=[CH:5][CH:4]=[C:3]([C:7]2[C:12](Br)=[CH:11][C:10]([O:14][CH3:15])=[C:9]([O:16][CH3:17])[N:8]=2)[CH:2]=1.C1(C2C=CC=CC=2)C=CC=C(C2[C:31](Br)=[N:32]C(OC)=C(OC)C=2)C=1. (5) Given the product [F:1][C:2]1[C:7]([F:8])=[CH:6][C:5]([C:9]2[CH:14]=[CH:13][N:12]=[CH:11][C:10]=2[N:15]([CH2:16][C:17]([F:18])([F:19])[F:20])[C:30](=[O:31])[C:29]2[CH:33]=[C:34]([C:36]([F:39])([F:37])[F:38])[CH:35]=[C:27]([S:24]([CH3:23])(=[O:26])=[O:25])[CH:28]=2)=[C:4]([O:21][CH3:22])[CH:3]=1, predict the reactants needed to synthesize it. The reactants are: [F:1][C:2]1[C:7]([F:8])=[CH:6][C:5]([C:9]2[CH:14]=[CH:13][N:12]=[CH:11][C:10]=2[NH:15][CH2:16][C:17]([F:20])([F:19])[F:18])=[C:4]([O:21][CH3:22])[CH:3]=1.[CH3:23][S:24]([C:27]1[CH:28]=[C:29]([CH:33]=[C:34]([C:36]([F:39])([F:38])[F:37])[CH:35]=1)[C:30](O)=[O:31])(=[O:26])=[O:25]. (6) Given the product [CH:40]([C:4]1[C:3]([O:2][CH3:1])=[CH:28][C:7]2[C:8]3[N:13]([CH:14]([C:16]([CH3:20])([CH3:21])[CH2:17][O:18][CH3:19])[CH2:15][C:6]=2[CH:5]=1)[CH:12]=[C:11]([C:22]([O:24][CH2:25][CH3:26])=[O:23])[C:10](=[O:27])[CH:9]=3)=[O:41], predict the reactants needed to synthesize it. The reactants are: [CH3:1][O:2][C:3]1[C:4](OS(C(F)(F)F)(=O)=O)=[CH:5][C:6]2[CH2:15][CH:14]([C:16]([CH3:21])([CH3:20])[CH2:17][O:18][CH3:19])[N:13]3[C:8](=[CH:9][C:10](=[O:27])[C:11]([C:22]([O:24][CH2:25][CH3:26])=[O:23])=[CH:12]3)[C:7]=2[CH:28]=1.C(Cl)Cl.[C:40]([O-])([O-])=[O:41].[Na+].[Na+].C([SiH](CC)CC)C.[C]=O. (7) Given the product [CH2:22]([N:26]1[CH:30]=[C:29]([C:31]2[S:35][C:34]([C:36]([NH:49][C@H:7]3[CH2:12][CH2:11][N:10]([C:13]([O:15][C:16]([CH3:17])([CH3:18])[CH3:19])=[O:14])[CH2:9]3)=[O:38])=[CH:33][CH:32]=2)[CH:28]=[N:27]1)[CH:23]([CH3:25])[CH3:24], predict the reactants needed to synthesize it. The reactants are: NC1C=CC(O[CH:7]2[CH2:12][CH2:11][N:10]([C:13]([O:15][C:16]([CH3:19])([CH3:18])[CH3:17])=[O:14])[CH2:9]C2)=CC=1.[CH2:22]([N:26]1[CH:30]=[C:29]([C:31]2[S:35][C:34]([C:36]([OH:38])=O)=[CH:33][CH:32]=2)[CH:28]=[N:27]1)[CH:23]([CH3:25])[CH3:24].C(OC([N:49]1CC(C(O)=O)C1)=O)C1C=CC=CC=1. (8) Given the product [NH2:36][C:11]1[NH:12][C:13]([C:14]([NH:16][CH2:17][C:18]2[CH:23]=[CH:22][C:21]([Cl:24])=[C:20]([O:25][C:26]3[CH:31]=[C:30]([C:32]#[N:33])[CH:29]=[C:28]([Cl:34])[CH:27]=3)[C:19]=2[F:35])=[O:15])=[C:9]([Br:8])[N:10]=1, predict the reactants needed to synthesize it. The reactants are: C(O)(C(F)(F)F)=O.[Br:8][C:9]1[N:10]=[C:11]([N:36](C(OC(C)(C)C)=O)C(OC(C)(C)C)=O)[NH:12][C:13]=1[C:14]([NH:16][CH2:17][C:18]1[CH:23]=[CH:22][C:21]([Cl:24])=[C:20]([O:25][C:26]2[CH:31]=[C:30]([C:32]#[N:33])[CH:29]=[C:28]([Cl:34])[CH:27]=2)[C:19]=1[F:35])=[O:15].C(=O)(O)[O-].[Na+]. (9) Given the product [CH:67]([O:66][C:64]1[N:65]=[C:26]([CH:11]2[CH2:12][CH:13]([C:15]3[CH:20]=[CH:19][C:18]([O:21][C:22]([F:25])([F:24])[F:23])=[CH:17][CH:16]=3)[CH2:14][N:9]([C:7]([N:1]3[CH2:2][CH2:3][S:4][CH2:5][CH2:6]3)=[O:8])[CH2:10]2)[O:28][N:63]=1)([CH3:69])[CH3:68], predict the reactants needed to synthesize it. The reactants are: [N:1]1([C:7]([N:9]2[CH2:14][CH:13]([C:15]3[CH:20]=[CH:19][C:18]([O:21][C:22]([F:25])([F:24])[F:23])=[CH:17][CH:16]=3)[CH2:12][CH:11]([C:26]([OH:28])=O)[CH2:10]2)=[O:8])[CH2:6][CH2:5][S:4][CH2:3][CH2:2]1.CN(C(ON1N=NC2C=CC=NC1=2)=[N+](C)C)C.F[P-](F)(F)(F)(F)F.CCN(C(C)C)C(C)C.O[N:63]=[C:64]([O:66][CH:67]([CH3:69])[CH3:68])[NH2:65].